This data is from Forward reaction prediction with 1.9M reactions from USPTO patents (1976-2016). The task is: Predict the product of the given reaction. (1) The product is: [N:10]1[C:4]2[C:5](=[CH:6][CH:1]=[CH:2][CH:3]=2)[CH:7]=[CH:8][CH:9]=1. Given the reactants [CH:1]1[CH:6]=[C:5]2[CH:7]=[CH:8][C:9](C3C(=O)C4C(=CC=CC=4)C3=O)=[N:10][C:4]2=[CH:3][CH:2]=1.[OH-].[Na+].Cl, predict the reaction product. (2) Given the reactants [C:1]([O:5][CH2:6][CH3:7])(=[O:4])[CH:2]=[CH2:3].[C:8]([NH2:12])([CH3:11])([CH3:10])[CH3:9], predict the reaction product. The product is: [CH2:6]([O:5][C:1](=[O:4])[CH2:2][CH2:3][N:12]([C:8]([CH3:11])([CH3:10])[CH3:9])[CH2:3][CH2:2][C:1]([O:5][CH2:6][CH3:7])=[O:4])[CH3:7]. (3) The product is: [CH2:1]([N:8]1[CH2:13][CH2:12][C:11]([NH:15][C:16]2[CH:17]=[CH:18][C:19]([C:22]([OH:31])([C:23]([F:24])([F:25])[F:26])[C:27]([F:28])([F:29])[F:30])=[CH:20][CH:21]=2)([C:36]#[N:37])[CH2:10][CH2:9]1)[C:2]1[CH:7]=[CH:6][CH:5]=[CH:4][CH:3]=1. Given the reactants [CH2:1]([N:8]1[CH2:13][CH2:12][C:11](=O)[CH2:10][CH2:9]1)[C:2]1[CH:7]=[CH:6][CH:5]=[CH:4][CH:3]=1.[NH2:15][C:16]1[CH:21]=[CH:20][C:19]([C:22]([OH:31])([C:27]([F:30])([F:29])[F:28])[C:23]([F:26])([F:25])[F:24])=[CH:18][CH:17]=1.C[Si]([C:36]#[N:37])(C)C.[NH4+].[OH-], predict the reaction product. (4) Given the reactants [CH3:1][CH:2]([CH2:7][CH2:8][CH:9]=[CH2:10])[CH2:3][C@@H:4]([OH:6])[CH3:5].[C:11]1([CH3:21])[CH:16]=[CH:15][C:14]([S:17](Cl)(=[O:19])=[O:18])=[CH:13][CH:12]=1, predict the reaction product. The product is: [CH3:21][C:11]1[CH:16]=[CH:15][C:14]([S:17]([O:6][C@H:4]([CH2:3][CH:2]([CH3:1])[CH2:7][CH2:8][CH:9]=[CH2:10])[CH3:5])(=[O:19])=[O:18])=[CH:13][CH:12]=1.